Dataset: Forward reaction prediction with 1.9M reactions from USPTO patents (1976-2016). Task: Predict the product of the given reaction. (1) Given the reactants [F:1][C:2]1[C:10]([CH3:11])=[CH:9][C:5]([C:6]([OH:8])=O)=[C:4]([N:12]2[N:16]=[CH:15][CH:14]=[N:13]2)[CH:3]=1.[CH3:17][C@@H:18]1[CH2:23][CH2:22][CH2:21][NH:20][C@@H:19]1[CH2:24][N:25]1C(=O)C2C(=CC=CC=2)C1=O.Cl[C:37]1[CH:42]=[CH:41][C:40]([C:43]([F:46])([F:45])[F:44])=[CH:39][N:38]=1, predict the reaction product. The product is: [F:1][C:2]1[C:10]([CH3:11])=[CH:9][C:5]([C:6]([N:20]2[CH2:21][CH2:22][CH2:23][C@@H:18]([CH3:17])[C@H:19]2[CH2:24][NH:25][C:37]2[CH:42]=[CH:41][C:40]([C:43]([F:46])([F:45])[F:44])=[CH:39][N:38]=2)=[O:8])=[C:4]([N:12]2[N:16]=[CH:15][CH:14]=[N:13]2)[CH:3]=1. (2) Given the reactants [Cl:1][C:2]1[CH:7]=[CH:6][C:5]([C:8]([F:11])([F:10])[F:9])=[CH:4][C:3]=1[NH:12][S:13]([C:16]1[CH:21]=[CH:20][CH:19]=[CH:18][CH:17]=1)(=[O:15])=[O:14].[H-].[Na+].[CH2:24]([O:26][C:27](=[O:30])[CH2:28]Br)[CH3:25], predict the reaction product. The product is: [CH2:24]([O:26][C:27](=[O:30])[CH2:28][N:12]([S:13]([C:16]1[CH:17]=[CH:18][CH:19]=[CH:20][CH:21]=1)(=[O:15])=[O:14])[C:3]1[CH:4]=[C:5]([C:8]([F:10])([F:11])[F:9])[CH:6]=[CH:7][C:2]=1[Cl:1])[CH3:25]. (3) Given the reactants C([O:3][C:4]([C:6]1[C:7]([NH:14][C@H:15]2[CH2:19][CH2:18][C@H:17]([O:20][Si:21]([C:24]([CH3:27])([CH3:26])[CH3:25])([CH3:23])[CH3:22])[CH2:16]2)=[N:8][C:9]([S:12][CH3:13])=[N:10][CH:11]=1)=O)C.[H-].[Al+3].[Li+].[H-].[H-].[H-].C(OCC)(=O)C.C(C(C(C([O-])=O)O)O)([O-])=O.[Na+].[K+], predict the reaction product. The product is: [C:24]([Si:21]([CH3:23])([CH3:22])[O:20][C@H:17]1[CH2:18][CH2:19][C@H:15]([NH:14][C:7]2[C:6]([CH:4]=[O:3])=[CH:11][N:10]=[C:9]([S:12][CH3:13])[N:8]=2)[CH2:16]1)([CH3:27])([CH3:26])[CH3:25]. (4) Given the reactants [C:1]([C:3]1[CH:45]=[CH:44][C:6]2[N:7](COCC[Si](C)(C)C)[C:8]([CH:10]([C:17]3[C:25]([O:26][CH3:27])=[CH:24][C:23]([CH3:28])=[C:22]4[C:18]=3[CH:19]=[CH:20][N:21]4C(OC(C)(C)C)=O)[CH2:11][CH2:12][C:13]([O:15][CH3:16])=[O:14])=[N:9][C:5]=2[CH:4]=1)#[N:2].C(C1C=CC2N=C(C(C3C(OC)=CC(C)=C4C=3C=CN4C(OC(C)(C)C)=O)CCC(OC)=O)N(COCC[Si](C)(C)C)C=2C=1)#N.[Sn](Cl)(Cl)(Cl)Cl, predict the reaction product. The product is: [C:1]([C:3]1[CH:45]=[CH:44][C:6]2[NH:7][C:8]([CH:10]([C:17]3[C:25]([O:26][CH3:27])=[CH:24][C:23]([CH3:28])=[C:22]4[C:18]=3[CH:19]=[CH:20][NH:21]4)[CH2:11][CH2:12][C:13]([O:15][CH3:16])=[O:14])=[N:9][C:5]=2[CH:4]=1)#[N:2]. (5) The product is: [C:18]([O:17][C@@H:16]1[C:11]([C:8]2[CH:9]=[CH:10][C:5]([F:4])=[CH:6][CH:7]=2)=[CH:12][CH2:13][NH:14][CH2:15]1)(=[O:23])[C:19]([CH3:22])([CH3:21])[CH3:20]. Given the reactants ClCCl.[F:4][C:5]1[CH:10]=[CH:9][C:8]([C:11]2[C@@H:16]([O:17][C:18](=[O:23])[C:19]([CH3:22])([CH3:21])[CH3:20])[CH2:15][N:14](C(OC(C)(C)C)=O)[CH2:13][CH:12]=2)=[CH:7][CH:6]=1.FC(F)(F)C(O)=O.C(=O)(O)[O-].[Na+], predict the reaction product.